Dataset: NCI-60 drug combinations with 297,098 pairs across 59 cell lines. Task: Regression. Given two drug SMILES strings and cell line genomic features, predict the synergy score measuring deviation from expected non-interaction effect. (1) Drug 1: CS(=O)(=O)CCNCC1=CC=C(O1)C2=CC3=C(C=C2)N=CN=C3NC4=CC(=C(C=C4)OCC5=CC(=CC=C5)F)Cl. Drug 2: C1CN(P(=O)(OC1)NCCCl)CCCl. Cell line: 786-0. Synergy scores: CSS=7.19, Synergy_ZIP=-4.05, Synergy_Bliss=-3.31, Synergy_Loewe=-11.7, Synergy_HSA=-2.34. (2) Drug 1: CC(CN1CC(=O)NC(=O)C1)N2CC(=O)NC(=O)C2. Drug 2: B(C(CC(C)C)NC(=O)C(CC1=CC=CC=C1)NC(=O)C2=NC=CN=C2)(O)O. Cell line: U251. Synergy scores: CSS=37.9, Synergy_ZIP=-10.0, Synergy_Bliss=4.17, Synergy_Loewe=11.1, Synergy_HSA=8.52. (3) Drug 1: CS(=O)(=O)C1=CC(=C(C=C1)C(=O)NC2=CC(=C(C=C2)Cl)C3=CC=CC=N3)Cl. Drug 2: C1CNP(=O)(OC1)N(CCCl)CCCl. Cell line: HOP-62. Synergy scores: CSS=0.551, Synergy_ZIP=3.91, Synergy_Bliss=-3.41, Synergy_Loewe=-6.68, Synergy_HSA=-4.52.